Task: Predict the reactants needed to synthesize the given product.. Dataset: Retrosynthesis with 50K atom-mapped reactions and 10 reaction types from USPTO (1) Given the product COc1cccc(Nc2nc(-c3cnc4[nH]ccc4c3)nc3c2cnn3C)c1, predict the reactants needed to synthesize it. The reactants are: CC1(C)OB(c2cnc3[nH]ccc3c2)OC1(C)C.COc1cccc(Nc2nc(Cl)nc3c2cnn3C)c1. (2) The reactants are: COC(=O)c1cc(NC(=O)c2ccccc2Cl)[nH]n1. Given the product O=C(O)c1cc(NC(=O)c2ccccc2Cl)[nH]n1, predict the reactants needed to synthesize it. (3) Given the product C[C@H](N)C(=O)N(C)C, predict the reactants needed to synthesize it. The reactants are: C[C@H](NC(=O)OC(C)(C)C)C(=O)N(C)C. (4) Given the product Cc1nc(C(C)C)c(Sc2cc(Cl)cc(Cl)c2)n1C, predict the reactants needed to synthesize it. The reactants are: CI.Cc1nc(C(C)C)c(Sc2cc(Cl)cc(Cl)c2)[nH]1.